From a dataset of Full USPTO retrosynthesis dataset with 1.9M reactions from patents (1976-2016). Predict the reactants needed to synthesize the given product. Given the product [CH3:36][N:37]([CH3:50])[C:38]([C:40]1([C:43]2[CH:48]=[CH:47][C:46]([C:16]3[CH:15]=[CH:14][C:13]([C@@H:11]([N:7]4[CH2:6][CH2:5][C@:4]([CH2:3][C:2]([OH:1])([CH3:34])[CH3:35])([C:28]5[CH:33]=[CH:32][CH:31]=[CH:30][CH:29]=5)[O:9][C:8]4=[O:10])[CH3:12])=[CH:18][CH:17]=3)=[CH:45][N:44]=2)[CH2:42][CH2:41]1)=[O:39], predict the reactants needed to synthesize it. The reactants are: [OH:1][C:2]([CH3:35])([CH3:34])[CH2:3][C@@:4]1([C:28]2[CH:33]=[CH:32][CH:31]=[CH:30][CH:29]=2)[O:9][C:8](=[O:10])[N:7]([C@H:11]([C:13]2[CH:18]=[CH:17][C:16](B3OC(C)(C)C(C)(C)O3)=[CH:15][CH:14]=2)[CH3:12])[CH2:6][CH2:5]1.[CH3:36][N:37]([CH3:50])[C:38]([C:40]1([C:43]2[CH:48]=[CH:47][C:46](Br)=[CH:45][N:44]=2)[CH2:42][CH2:41]1)=[O:39].